From a dataset of Full USPTO retrosynthesis dataset with 1.9M reactions from patents (1976-2016). Predict the reactants needed to synthesize the given product. (1) Given the product [CH:31]1([NH:37][C:3]([C:4]2[CH:10]=[C:11]([C:13]3[CH:18]=[C:17]([C:19]([F:22])([F:21])[F:20])[CH:16]=[CH:15][C:14]=3[F:23])[N:30]([CH2:24][C@H:25]3[CH2:26][CH2:27][CH2:28][O:29]3)[C:5]=2[CH3:6])=[O:2])[CH2:36][CH2:35][CH2:34][CH2:33][CH2:32]1, predict the reactants needed to synthesize it. The reactants are: C[O:2][C:3](=O)[CH2:4][C:5](=O)[CH3:6].Br[CH2:10][C:11]([C:13]1[CH:18]=[C:17]([C:19]([F:22])([F:21])[F:20])[CH:16]=[CH:15][C:14]=1[F:23])=O.[CH2:24]([NH2:30])[C@@H:25]1[O:29][CH2:28][CH2:27][CH2:26]1.[CH:31]1([NH2:37])[CH2:36][CH2:35][CH2:34][CH2:33][CH2:32]1. (2) Given the product [CH3:1][C:2]1[C:3](=[O:9])[CH2:4][CH2:5][CH2:6][C:7]=1[NH:20][C:12]1[CH:11]=[N:10][C:19]2[C:14]([CH:13]=1)=[CH:15][CH:16]=[CH:17][CH:18]=2, predict the reactants needed to synthesize it. The reactants are: [CH3:1][CH:2]1[C:7](=O)[CH2:6][CH2:5][CH2:4][C:3]1=[O:9].[N:10]1[C:19]2[C:14](=[CH:15][CH:16]=[CH:17][CH:18]=2)[CH:13]=[C:12]([NH2:20])[CH:11]=1. (3) Given the product [CH:1]1([CH2:4][O:5][C:6]2[CH:11]=[CH:10][C:9]([C:12]3[O:13][C:14]4[C:20]([F:21])=[C:19]([O:22][CH2:23][C@@H:24]([NH:26][C:27](=[O:33])[CH3:37])[CH3:25])[CH:18]=[CH:17][C:15]=4[N:16]=3)=[C:8]([F:34])[C:7]=2[F:35])[CH2:3][CH2:2]1, predict the reactants needed to synthesize it. The reactants are: [CH:1]1([CH2:4][O:5][C:6]2[CH:11]=[CH:10][C:9]([C:12]3[O:13][C:14]4[C:20]([F:21])=[C:19]([O:22][CH2:23][C@@H:24]([NH:26][C:27](=[O:33])OC(C)(C)C)[CH3:25])[CH:18]=[CH:17][C:15]=4[N:16]=3)=[C:8]([F:34])[C:7]=2[F:35])[CH2:3][CH2:2]1.Cl.[C:37](OCC)(=O)C. (4) Given the product [N:1]([CH2:4][CH:5]1[NH:10][C:9]2[C:11]([C:21]3[CH:22]=[CH:23][C:18]([CH3:17])=[CH:19][C:20]=3[C:27]([F:28])([F:30])[F:29])=[CH:12][C:13]([F:15])=[CH:14][C:8]=2[O:7][CH2:6]1)=[N+:2]=[N-:3], predict the reactants needed to synthesize it. The reactants are: [N:1]([CH2:4][CH:5]1[NH:10][C:9]2[C:11](Br)=[CH:12][C:13]([F:15])=[CH:14][C:8]=2[O:7][CH2:6]1)=[N+:2]=[N-:3].[CH3:17][C:18]1[CH:23]=[CH:22][C:21](B(O)O)=[C:20]([C:27]([F:30])([F:29])[F:28])[CH:19]=1. (5) Given the product [Br:11][C:6]1[C:5]([CH3:8])=[CH:4][C:3]([O:9][CH3:10])=[C:2]([CH3:1])[CH:7]=1, predict the reactants needed to synthesize it. The reactants are: [CH3:1][C:2]1[CH:7]=[CH:6][C:5]([CH3:8])=[CH:4][C:3]=1[O:9][CH3:10].[Br:11]Br. (6) Given the product [Cl:12][C:9]1[N:8]=[C:7]([N:13]2[CH2:18][CH2:17][O:16][CH2:15][CH2:14]2)[C:6]2[C:11](=[C:2]([C:23]3[CH:22]=[N:21][C:20]([F:19])=[CH:25][CH:24]=3)[CH:3]=[CH:4][CH:5]=2)[N:10]=1, predict the reactants needed to synthesize it. The reactants are: Br[C:2]1[CH:3]=[CH:4][CH:5]=[C:6]2[C:11]=1[N:10]=[C:9]([Cl:12])[N:8]=[C:7]2[N:13]1[CH2:18][CH2:17][O:16][CH2:15][CH2:14]1.[F:19][C:20]1[CH:25]=[CH:24][C:23](B(O)O)=[CH:22][N:21]=1.C(=O)([O-])[O-].[Na+].[Na+].CN(C=O)C.